From a dataset of Experimentally validated miRNA-target interactions with 360,000+ pairs, plus equal number of negative samples. Binary Classification. Given a miRNA mature sequence and a target amino acid sequence, predict their likelihood of interaction. (1) The miRNA is mmu-miR-5132-5p with sequence GCGUGGGGUGGUGGACUCAGG. The protein sequence of the target gene is MKSLLFTLAVFMLLAQLVSGNWYVKKCLNDVGICKKKCKPEEMHVKNGWAMCGKQRDCCVPADRRANYPVFCVQTKTTRISTVTATTATTTLMMTTASMSSMAPTPVSPTG. Result: 0 (no interaction). (2) The miRNA is hsa-miR-4751 with sequence AGAGGACCCGUAGCUGCUAGAAGG. The protein sequence of the target gene is MTVEKEAPDAHFTVDKQNISLWPREPPPKSGPSLVPGKTPTVRAALICLTLVLVASVLLQAVLYPRFMGTISDVKTNVQLLKGRVDNISTLDSEIKKNSDGMEAAGVQIQMVNESLGYVRSQFLKLKTSVEKANAQIQILTRSWEEVSTLNAQIPELKSDLEKASALNTKIRALQGSLENMSKLLKRQNDILQVVSQGWKYFKGNFYYFSLIPKTWYSAEQFCVSRNSHLTSVTSESEQEFLYKTAGGLIYWIGLTKAGMEGDWSWVDDTPFNKVQSVRFWIPGEPNNAGNNEHCGNIKA.... Result: 1 (interaction). (3) The miRNA is mmu-miR-664-3p with sequence UAUUCAUUUACUCCCCAGCCUA. The protein sequence of the target gene is MAARWSSENVVVEFRDSQATAMSVDCLGQHAVLSGRRFLYIVNLDAPFEGHRKISRQSKWDIGAVQWNPHDSFAHYFAASSNQRVDLYKWKDGSGEVGTTLQGHTRVISDLDWAVFEPDLLVTSSVDTYIYIWDIKDTRKPTVALSAVAGASQVKWNKKNANYLATSHDGDVRIWDKRKPSTAVEYLAAHLSKIHGLDWHPDSEHIFATSSQDNSVKFWDYRQPRKYLNILPCQVPVWKARYTPFSNGLVTVMVPQLRRENSLLLWNASDLNAPVHTFVGHDDVVLEFQWRRQKEGSKDY.... Result: 1 (interaction). (4) The miRNA is hsa-miR-3120-3p with sequence CACAGCAAGUGUAGACAGGCA. The protein sequence of the target gene is MIHSLFLINCSGDIFLEKHWKSVVSQSVCDYFFEAQEKAADVENVPPVISTPHHYLISIYRDKLFFVSVIQTEVPPLFVIEFLHRVADTFQDYFGECSEAAIKDNVVIVYELLEEMLDNGFPLATESNILKELIKPPTILRSVVNSITGSSNVGDTLPTGQLSNIPWRRAGVKYTNNEAYFDVVEEIDAIIDKSGSTVFAEIQGVIDACIKLSGMPDLSLSFMNPRLLDDVSFHPCIRFKRWESERVLSFIPPDGNFRLISYRVSSQNLVAIPVYVKHSISFKENSSCGRFDITIGPKQN.... Result: 0 (no interaction). (5) The miRNA is ath-miR397a with sequence UCAUUGAGUGCAGCGUUGAUG. The protein sequence of the target gene is MQTTKALLISPALIRSCTRGLIRPVSASLLSRPEAPSKQPSCSSSPLQVARREFQTSVISRDIDTAAKFIGAGAATVGVAGSGAGIGTVFGSLIIGYARNPSLKQQLFSYAILGFALSEAMGLFCLMVAFLILFAM. Result: 0 (no interaction).